This data is from Full USPTO retrosynthesis dataset with 1.9M reactions from patents (1976-2016). The task is: Predict the reactants needed to synthesize the given product. (1) Given the product [CH3:26][C:23]1[CH:24]=[CH:25][C:20]([O:19][C:16]2[N:15]=[CH:14][C:13]([NH:12][C:10](=[O:11])[C@@H:9]([CH3:29])[NH2:5])=[CH:18][CH:17]=2)=[CH:21][C:22]=1[O:27][CH3:28], predict the reactants needed to synthesize it. The reactants are: CC([N:5]([C@H:9]([CH3:29])[C:10]([NH:12][C:13]1[CH:14]=[N:15][C:16]([O:19][C:20]2[CH:25]=[CH:24][C:23]([CH3:26])=[C:22]([O:27][CH3:28])[CH:21]=2)=[CH:17][CH:18]=1)=[O:11])C(=O)[O-])(C)C.C(O)(C(F)(F)F)=O. (2) Given the product [C:17]([OH:24])(=[O:23])/[CH:18]=[CH:19]/[C:20]([OH:22])=[O:21].[CH3:1][NH:2][CH2:3][CH:4]1[CH2:6][C:5]1([C:11]1[CH:12]=[CH:13][CH:14]=[CH:15][CH:16]=1)[C:7]([O:9][CH3:10])=[O:8], predict the reactants needed to synthesize it. The reactants are: [CH3:1][NH:2][CH2:3][CH:4]1[CH2:6][C:5]1([C:11]1[CH:16]=[CH:15][CH:14]=[CH:13][CH:12]=1)[C:7]([O:9][CH3:10])=[O:8].[C:17]([OH:24])(=[O:23])/[CH:18]=[CH:19]/[C:20]([OH:22])=[O:21]. (3) Given the product [NH:10]1[C:11]2[C:16](=[CH:15][CH:14]=[CH:13][CH:12]=2)[C:8]([C:6]2[C:5]([CH3:17])=[CH:4][N:3]=[C:2]([NH:26][C:25]3[CH:24]=[CH:23][C:22]([N:29]4[CH2:34][CH2:33][CH:32]([NH:35][CH3:36])[CH2:31][CH2:30]4)=[CH:21][C:20]=3[O:19][CH3:18])[N:7]=2)=[CH:9]1, predict the reactants needed to synthesize it. The reactants are: Cl[C:2]1[N:7]=[C:6]([C:8]2[C:16]3[C:11](=[CH:12][CH:13]=[CH:14][CH:15]=3)[NH:10][CH:9]=2)[C:5]([CH3:17])=[CH:4][N:3]=1.[CH3:18][O:19][C:20]1[CH:21]=[C:22]([N:29]2[CH2:34][CH2:33][CH:32]([N:35](C)[C:36](=O)OC(C)(C)C)[CH2:31][CH2:30]2)[CH:23]=[CH:24][C:25]=1[N+:26]([O-])=O. (4) Given the product [C:36]([OH:43])(=[O:42])/[CH:37]=[CH:38]\[C:39]([OH:41])=[O:40].[C:36]([OH:43])(=[O:42])/[CH:37]=[CH:38]\[C:39]([OH:41])=[O:40].[C:36]([OH:43])(=[O:42])/[CH:37]=[CH:38]\[C:39]([OH:41])=[O:40].[CH3:1][N:2]1[CH2:7][CH2:6][CH:5]([N:8]2[CH2:12][CH2:11][CH:10]([N:13]3[C:17]4=[N:18][CH:19]=[N:20][C:21]([NH2:22])=[C:16]4[C:15]([C:23]4[CH:28]=[CH:27][C:26]([O:29][C:30]5[CH:35]=[CH:34][CH:33]=[CH:32][CH:31]=5)=[CH:25][CH:24]=4)=[N:14]3)[CH2:9]2)[CH2:4][CH2:3]1, predict the reactants needed to synthesize it. The reactants are: [CH3:1][N:2]1[CH2:7][CH2:6][CH:5]([N:8]2[CH2:12][CH2:11][CH:10]([N:13]3[C:17]4=[N:18][CH:19]=[N:20][C:21]([NH2:22])=[C:16]4[C:15]([C:23]4[CH:28]=[CH:27][C:26]([O:29][C:30]5[CH:35]=[CH:34][CH:33]=[CH:32][CH:31]=5)=[CH:25][CH:24]=4)=[N:14]3)[CH2:9]2)[CH2:4][CH2:3]1.[C:36]([OH:43])(=[O:42])/[CH:37]=[CH:38]\[C:39]([OH:41])=[O:40]. (5) Given the product [Cl:1][C:2]1[CH:12]=[CH:11][C:5]2[NH:6][C:7]([S:9][CH3:10])=[N:8][C:4]=2[C:3]=1[NH:13][C:19]([C:15]1[O:14][CH:18]=[CH:17][CH:16]=1)=[O:20], predict the reactants needed to synthesize it. The reactants are: [Cl:1][C:2]1[CH:12]=[CH:11][C:5]2[NH:6][C:7]([S:9][CH3:10])=[N:8][C:4]=2[C:3]=1[NH2:13].[O:14]1[CH:18]=[CH:17][CH:16]=[C:15]1[C:19](Cl)=[O:20].ClC1C=CC2NC(SC)=NC=2C=1NC(=O)C1C=CC=CC=1. (6) Given the product [C:8]([C:7]1[C:2]([NH:16][CH2:17][CH2:18][NH:19][C:20]([O:21][CH2:22][CH2:25][CH2:28][CH3:29])=[O:26])=[N:3][CH:4]=[CH:5][CH:6]=1)#[N:9], predict the reactants needed to synthesize it. The reactants are: Cl[C:2]1[C:7]([C:8]#[N:9])=[CH:6][CH:5]=[CH:4][N:3]=1.C(=O)([O-])[O-].[K+].[K+].[NH2:16][CH2:17][CH2:18][NH:19][C:20](=[O:26])[O:21][C:22]([CH3:25])(C)C.O1CCO[CH2:29][CH2:28]1. (7) Given the product [F:8][C:6]1[CH:5]=[C:4]([C:9]2[C:10]3[CH:26]=[CH:25][CH:24]=[CH:23][C:11]=3[S:12][C:13]=2[CH:14]([NH2:16])[CH3:15])[CH:3]=[C:2]([F:1])[CH:7]=1, predict the reactants needed to synthesize it. The reactants are: [F:1][C:2]1[CH:3]=[C:4]([C:9]2[C:10]3[CH:26]=[CH:25][CH:24]=[CH:23][C:11]=3[S:12][C:13]=2[CH:14]([NH:16]S(C(C)(C)C)=O)[CH3:15])[CH:5]=[C:6]([F:8])[CH:7]=1.Cl. (8) Given the product [CH3:50][C:45]1[CH:44]=[C:43]([NH:21][C:20]2[CH:22]=[CH:23][C:17]([C:15]#[N:16])=[CH:18][CH:19]=2)[CH:48]=[C:47]([CH3:49])[CH:46]=1, predict the reactants needed to synthesize it. The reactants are: N1C2C(=CC=C3C=2N=CC=C3)C=CC=1.[C:15]([C:17]1[CH:23]=[CH:22][C:20]([NH2:21])=[CH:19][CH:18]=1)#[N:16].CC(C)([O-])C.[Na+].CCCCCCCCCCCC.I[C:43]1[CH:44]=[C:45]([CH3:50])[CH:46]=[C:47]([CH3:49])[CH:48]=1.